From a dataset of Peptide-MHC class I binding affinity with 185,985 pairs from IEDB/IMGT. Regression. Given a peptide amino acid sequence and an MHC pseudo amino acid sequence, predict their binding affinity value. This is MHC class I binding data. The peptide sequence is GAVQWMNRL. The MHC is Patr-B0101 with pseudo-sequence Patr-B0101. The binding affinity (normalized) is 0.0220.